This data is from Catalyst prediction with 721,799 reactions and 888 catalyst types from USPTO. The task is: Predict which catalyst facilitates the given reaction. (1) Reactant: [BH-](OC(C)=O)(OC(C)=O)OC(C)=O.[Na+].[NH:15]1[CH2:19][CH2:18][CH2:17][CH2:16]1.Cl[C:21]1[CH:22]=[C:23]([CH:26]=[CH:27][C:28]=1[OH:29])[CH:24]=O.[ClH:30]. Product: [Cl:30][C:22]1[CH:21]=[C:28]([OH:29])[CH:27]=[CH:26][C:23]=1[CH2:24][N:15]1[CH2:19][CH2:18][CH2:17][CH2:16]1. The catalyst class is: 2. (2) Reactant: [Br:1][C:2]1[CH:3]=[C:4]([CH:7]=[C:8]([O:12][CH3:13])[C:9]=1[O:10][CH3:11])[CH:5]=[O:6].C[Mg+].[Br-].[CH3:17]COC(C)=O. The catalyst class is: 1. Product: [Br:1][C:2]1[CH:3]=[C:4]([CH:5]([OH:6])[CH3:17])[CH:7]=[C:8]([O:12][CH3:13])[C:9]=1[O:10][CH3:11]. (3) Reactant: [OH:1][C:2]1[C:9]([O:10][CH3:11])=[CH:8][C:5]([CH:6]=[O:7])=[CH:4][C:3]=1[O:12][CH3:13].C([O-])([O-])=O.[Cs+].[Cs+].Br[CH2:21][CH:22]1[CH2:25][CH2:24][CH2:23]1.O. Product: [CH:22]1([CH2:21][O:1][C:2]2[C:3]([O:12][CH3:13])=[CH:4][C:5]([CH:6]=[O:7])=[CH:8][C:9]=2[O:10][CH3:11])[CH2:25][CH2:24][CH2:23]1. The catalyst class is: 3. (4) Reactant: [F:1][C:2]1[CH:7]=[CH:6][C:5]([F:8])=[CH:4][C:3]=1[C:9]1[CH:14]=[C:13]([NH:15][C:16]2[CH:21]=[CH:20][N:19]=[C:18]3[CH:22]=[N:23][NH:24][C:17]=23)[CH:12]=[CH:11][N:10]=1.[N:25]([CH2:28][CH3:29])=[C:26]=[O:27]. Product: [F:1][C:2]1[CH:7]=[CH:6][C:5]([F:8])=[CH:4][C:3]=1[C:9]1[CH:14]=[C:13]([NH:15][C:16]2[CH:21]=[CH:20][N:19]=[C:18]3[CH:22]=[N:23][N:24]([C:26]([NH:25][CH2:28][CH3:29])=[O:27])[C:17]=23)[CH:12]=[CH:11][N:10]=1. The catalyst class is: 10. (5) Reactant: Br[CH2:2][C:3]1[N:4]=[C:5]([C:12]2[CH:17]=[CH:16][C:15]([F:18])=[C:14]([F:19])[CH:13]=2)[C:6]([O:9][CH2:10][CH3:11])=[N:7][CH:8]=1.C([O-])([O-])=O.[K+].[K+].[NH2:26][C:27]1[N:32]=[CH:31][C:30](B(O)O)=[CH:29][N:28]=1. Product: [F:19][C:14]1[CH:13]=[C:12]([C:5]2[N:4]=[C:3]([CH2:2][C:30]3[CH:29]=[N:28][C:27]([NH2:26])=[N:32][CH:31]=3)[CH:8]=[N:7][C:6]=2[O:9][CH2:10][CH3:11])[CH:17]=[CH:16][C:15]=1[F:18]. The catalyst class is: 70. (6) Reactant: [NH2:1][C:2]1([C:15]([O-:17])=[O:16])[CH2:7][CH2:6][N:5]([C:8]([O:10][C:11]([CH3:14])([CH3:13])[CH3:12])=[O:9])[CH2:4][CH2:3]1.[CH:18](N(C(C)C)CC)(C)C.C[Si](C=[N+]=[N-])(C)C. Product: [NH2:1][C:2]1([C:15]([O:17][CH3:18])=[O:16])[CH2:7][CH2:6][N:5]([C:8]([O:10][C:11]([CH3:12])([CH3:13])[CH3:14])=[O:9])[CH2:4][CH2:3]1. The catalyst class is: 382.